This data is from Experimentally validated miRNA-target interactions with 360,000+ pairs, plus equal number of negative samples. The task is: Binary Classification. Given a miRNA mature sequence and a target amino acid sequence, predict their likelihood of interaction. Result: 0 (no interaction). The miRNA is mmu-miR-1971 with sequence GUAAAGGCUGGGCUGAGA. The protein sequence of the target gene is MPNEGIPHSSQTQEQDCLQSQPVSNNEEMAIKQESGGDGEVEEYLSFRSVGDGLSTSAVGCASAAPRRGPALLHIDRHQIQAVEPSAQALELQGLGVDVYDQDVLEQGVLQQVDNAIHEASRASQLVDVEKEYRSVLDDLTSCTTSLRQINKIIEQLSPQAATSRDINRKLDSVKRQKYNKEQQLKKITAKQKHLQAILGGAEVKIELDHASLEEDAEPGPSSLGSMLMPVQETAWEELIRTGQMTPFGTQIPQKQEKKPRKIMLNEASGFEKYLADQAKLSFERKKQGCNKRAARKAPA....